The task is: Predict the reaction yield, written as a fraction of the theoretical maximum amount of product (1.0 means a 100% yield; for example, 0.34 means a 34% yield).. This data is from Reaction yield outcomes from USPTO patents with 853,638 reactions. The reactants are [NH2:1][C:2]1[N:7]([CH2:8][CH2:9][CH3:10])[C:6](=[O:11])[N:5]([CH2:12][CH2:13][CH3:14])[C:4](=[O:15])[C:3]=1[NH:16][C:17]([CH:19]1[CH2:25][CH:24]2[O:26][CH:21]([CH:22]=[CH:23]2)[CH2:20]1)=O. The catalyst is [OH-].[Na+].CO. The product is [CH:21]12[O:26][CH:24]([CH:23]=[CH:22]1)[CH2:25][CH:19]([C:17]1[NH:16][C:3]3[C:4](=[O:15])[N:5]([CH2:12][CH2:13][CH3:14])[C:6](=[O:11])[N:7]([CH2:8][CH2:9][CH3:10])[C:2]=3[N:1]=1)[CH2:20]2. The yield is 0.580.